Dataset: Full USPTO retrosynthesis dataset with 1.9M reactions from patents (1976-2016). Task: Predict the reactants needed to synthesize the given product. (1) Given the product [O:18]=[C:12]1[NH:13][C:14](=[O:17])[CH:15]=[CH:16][N:11]1[C@@H:4]1[O:5][C@H:6]([CH2:9][O:10][P:36]([NH:47][C@@H:48]([CH2:55][CH2:56][CH3:57])[C:49]([O:51][CH:52]([CH3:53])[CH3:54])=[O:50])([O:37][C:38]2[CH:43]=[CH:42][CH:41]=[CH:40][CH:39]=2)=[O:44])[C@@H:7]([OH:8])[C@@:3]1([C:1]#[CH:2])[OH:19], predict the reactants needed to synthesize it. The reactants are: [C:1]([C@@:3]1([OH:19])[C@H:7]([OH:8])[C@@H:6]([CH2:9][OH:10])[O:5][C@H:4]1[N:11]1[CH:16]=[CH:15][C:14](=[O:17])[NH:13][C:12]1=[O:18])#[CH:2].CN(C1C2C(N(C)C)=CC=CC=2C=CC=1)C.[P:36](Cl)(Cl)(=[O:44])[O:37][C:38]1[CH:43]=[CH:42][CH:41]=[CH:40][CH:39]=1.[NH2:47][C@@H:48]([CH2:55][CH2:56][CH3:57])[C:49]([O:51][CH:52]([CH3:54])[CH3:53])=[O:50].C(N(CC)CC)C. (2) Given the product [CH2:29]([S:26]([C:23]1[CH:22]=[CH:35][C:20]([CH2:19][NH:18][C:17]([C:13]2[CH:14]=[C:15]3[C:10](=[CH:11][CH:12]=2)[CH:9]([CH:32]([CH3:33])[CH3:34])[N:8]([C:6]([O:5][C:1]([CH3:3])([CH3:2])[CH3:4])=[O:7])[CH2:16]3)=[O:31])=[CH:25][CH:24]=1)(=[O:28])=[O:27])[CH3:30], predict the reactants needed to synthesize it. The reactants are: [C:1]([O:5][C:6]([N:8]1[CH2:16][C:15]2[C:10](=[CH:11][CH:12]=[C:13]([C:17](=[O:31])[NH:18][CH2:19][C:20]3[CH:25]=[CH:24][C:23]([S:26]([CH2:29][CH3:30])(=[O:28])=[O:27])=[CH:22]N=3)[CH:14]=2)[CH:9]1[CH:32]([CH3:34])[CH3:33])=[O:7])([CH3:4])([CH3:3])[CH3:2].[CH2:35](S(C1C=CC(CN)=CC=1)(=O)=O)C.